This data is from Full USPTO retrosynthesis dataset with 1.9M reactions from patents (1976-2016). The task is: Predict the reactants needed to synthesize the given product. (1) Given the product [O:20]([CH2:19][C@@H:15]1[N:14]2[C:10]3[C:9]4[C:4](=[CH:5][CH:6]=[CH:7][CH:8]=4)[N:3]=[C:2]([NH2:1])[C:11]=3[N:12]=[C:13]2[CH2:18][O:17][CH2:16]1)[C:21]1[CH:26]=[CH:25][CH:24]=[CH:23][CH:22]=1, predict the reactants needed to synthesize it. The reactants are: [NH2:1][C:2]1[C:11]2[N:12]=[C:13]3[CH2:18][O:17][CH2:16][C@H:15]([CH2:19][OH:20])[N:14]3[C:10]=2[C:9]2[C:4](=[CH:5][CH:6]=[CH:7][CH:8]=2)[N:3]=1.[C:21]1(P([C:21]2[CH:26]=[CH:25][CH:24]=[CH:23][CH:22]=2)[C:21]2[CH:26]=[CH:25][CH:24]=[CH:23][CH:22]=2)[CH:26]=[CH:25][CH:24]=[CH:23][CH:22]=1.C1(O)C=CC=CC=1.N(C(OC(C)C)=O)=NC(OC(C)C)=O. (2) Given the product [NH3:10].[C:41]([O:40][C:38]([N:37]([CH2:36][CH2:35][CH2:34][CH2:33][CH2:32][CH2:31][CH2:30][CH2:29][CH2:28][N:18]1[CH2:19][CH2:20][CH:15]([CH2:14][N:11]2[CH:12]=[N:13][C:9]([C@:7]([CH:1]3[CH2:6][CH2:5][CH2:4][CH2:3][CH2:2]3)([OH:8])[C:21]3[CH:26]=[CH:25][CH:24]=[CH:23][CH:22]=3)=[N:10]2)[CH2:16][CH2:17]1)[C:45]([O:47][C:48]([CH3:49])([CH3:50])[CH3:51])=[O:46])=[O:39])([CH3:44])([CH3:43])[CH3:42], predict the reactants needed to synthesize it. The reactants are: [CH:1]1([C@@:7]([C:21]2[CH:26]=[CH:25][CH:24]=[CH:23][CH:22]=2)([C:9]2[N:13]=[CH:12][N:11]([CH2:14][CH:15]3[CH2:20][CH2:19][NH:18][CH2:17][CH2:16]3)[N:10]=2)[OH:8])[CH2:6][CH2:5][CH2:4][CH2:3][CH2:2]1.Br[CH2:28][CH2:29][CH2:30][CH2:31][CH2:32][CH2:33][CH2:34][CH2:35][CH2:36][N:37]([C:45]([O:47][C:48]([CH3:51])([CH3:50])[CH3:49])=[O:46])[C:38]([O:40][C:41]([CH3:44])([CH3:43])[CH3:42])=[O:39].C(N(CC)CC)C. (3) Given the product [N+:28]([C:25]1[CH:26]=[CH:27][C:22]([O:1][C:2]2[CH:3]=[C:4]([NH:8][C:9](=[O:20])[C:10]3[CH:15]=[CH:14][CH:13]=[C:12]([C:16]([F:17])([F:18])[F:19])[CH:11]=3)[CH:5]=[CH:6][CH:7]=2)=[N:23][CH:24]=1)([O-:30])=[O:29], predict the reactants needed to synthesize it. The reactants are: [OH:1][C:2]1[CH:3]=[C:4]([NH:8][C:9](=[O:20])[C:10]2[CH:15]=[CH:14][CH:13]=[C:12]([C:16]([F:19])([F:18])[F:17])[CH:11]=2)[CH:5]=[CH:6][CH:7]=1.Cl[C:22]1[CH:27]=[CH:26][C:25]([N+:28]([O-:30])=[O:29])=[CH:24][N:23]=1.C(=O)([O-])[O-].[K+].[K+].